Dataset: Full USPTO retrosynthesis dataset with 1.9M reactions from patents (1976-2016). Task: Predict the reactants needed to synthesize the given product. (1) Given the product [Cl:14][C:6]1[C:5]([CH3:12])=[CH:4][N+:3]([O-:13])=[C:2]([CH3:1])[C:7]=1[CH3:8], predict the reactants needed to synthesize it. The reactants are: [CH3:1][C:2]1[C:7]([CH3:8])=[C:6]([N+]([O-])=O)[C:5]([CH3:12])=[CH:4][N+:3]=1[O-:13].[ClH:14].C(=O)([O-])[O-].[K+].[K+]. (2) Given the product [Cl:1][C:2]1[CH:10]=[CH:9][C:8]([CH3:11])=[CH:7][C:3]=1[C:4]([NH:26][CH2:25][C:19]1([C:16]2[CH:17]=[N:18][C:13]([CH3:12])=[CH:14][CH:15]=2)[CH2:20][CH2:21][O:22][CH2:23][CH2:24]1)=[O:6], predict the reactants needed to synthesize it. The reactants are: [Cl:1][C:2]1[CH:10]=[CH:9][C:8]([CH3:11])=[CH:7][C:3]=1[C:4]([OH:6])=O.[CH3:12][C:13]1[N:18]=[CH:17][C:16]([C:19]2([CH2:25][NH2:26])[CH2:24][CH2:23][O:22][CH2:21][CH2:20]2)=[CH:15][CH:14]=1. (3) Given the product [Cl:1][C:2]1[S:6][C:5]([C:7]2[CH:8]=[CH:9][C:10]([S:13]([NH:16][C:17]3[C:27]([O:28][CH3:29])=[CH:26][C:20]4[CH2:21][CH2:22][N:23]([CH3:30])[CH2:24][CH2:25][C:19]=4[CH:18]=3)(=[O:15])=[O:14])=[CH:11][CH:12]=2)=[CH:4][CH:3]=1, predict the reactants needed to synthesize it. The reactants are: [Cl:1][C:2]1[S:6][C:5]([C:7]2[CH:12]=[CH:11][C:10]([S:13]([NH:16][C:17]3[C:27]([O:28][CH3:29])=[CH:26][C:20]4[CH2:21][CH2:22][NH:23][CH2:24][CH2:25][C:19]=4[CH:18]=3)(=[O:15])=[O:14])=[CH:9][CH:8]=2)=[CH:4][CH:3]=1.[CH2:30](N(CC)CC)C.C=O.C(O[BH-](OC(=O)C)OC(=O)C)(=O)C.[Na+]. (4) Given the product [O:33]=[S:2]1(=[O:1])[CH2:6][CH2:5][CH2:4][N:3]1[CH2:7][C:8]1[CH:9]=[C:10]([C:21](=[O:32])[CH2:22][C:23]([C:25]2[N:26]=[CH:27][N:35]([CH3:34])[CH:30]=2)=[O:24])[CH:11]=[C:12]([CH2:14][C:15]2[CH:20]=[CH:19][CH:18]=[CH:17][N:16]=2)[CH:13]=1, predict the reactants needed to synthesize it. The reactants are: [O:1]=[S:2]1(=[O:33])[CH2:6][CH2:5][CH2:4][N:3]1[CH2:7][C:8]1[CH:9]=[C:10]([C:21](=[O:32])[CH2:22][C:23]([C:25]2[CH:30]=C(C)C=[CH:27][N:26]=2)=[O:24])[CH:11]=[C:12]([CH2:14][C:15]2[CH:20]=[CH:19][CH:18]=[CH:17][N:16]=2)[CH:13]=1.[CH3:34][N:35]1C=C(C(OC)=O)N=C1. (5) Given the product [C:34]([N:27]1[C:28]2[C:33](=[CH:32][CH:31]=[CH:30][CH:29]=2)[C:25]([NH:24][C:23]([N:7]2[C@H:8]([C:10](=[O:22])[NH:11][CH2:12][C:13]3[C:18]([F:19])=[CH:17][CH:16]=[C:15]([Cl:20])[C:14]=3[F:21])[CH2:9][C@H:5]([C:3]([OH:4])=[O:2])[CH2:6]2)=[O:37])=[CH:26]1)(=[O:36])[NH2:35], predict the reactants needed to synthesize it. The reactants are: C[O:2][C:3]([C@H:5]1[CH2:9][C@@H:8]([C:10](=[O:22])[NH:11][CH2:12][C:13]2[C:18]([F:19])=[CH:17][CH:16]=[C:15]([Cl:20])[C:14]=2[F:21])[N:7]([C:23](=[O:37])[NH:24][C:25]2[C:33]3[C:28](=[CH:29][CH:30]=[CH:31][CH:32]=3)[N:27]([C:34](=[O:36])[NH2:35])[CH:26]=2)[CH2:6]1)=[O:4].CCOCC.C[Si](C)(C)[O-].[K+]. (6) Given the product [ClH:40].[N:8]1([C:5]2[CH:6]=[CH:7][C:2]([NH:1][S:37]([C:27]3[C:36]4[C:31](=[CH:32][CH:33]=[CH:34][CH:35]=4)[CH:30]=[CH:29][CH:28]=3)(=[O:39])=[O:38])=[C:3]([NH:22][S:23]([CH3:26])(=[O:24])=[O:25])[CH:4]=2)[CH2:14][CH2:13][CH2:12][NH:11][CH2:10][CH2:9]1, predict the reactants needed to synthesize it. The reactants are: [NH2:1][C:2]1[CH:7]=[CH:6][C:5]([N:8]2[CH2:14][CH2:13][CH2:12][N:11](C(OC(C)(C)C)=O)[CH2:10][CH2:9]2)=[CH:4][C:3]=1[NH:22][S:23]([CH3:26])(=[O:25])=[O:24].[C:27]1([S:37]([Cl:40])(=[O:39])=[O:38])[C:36]2[C:31](=[CH:32][CH:33]=[CH:34][CH:35]=2)[CH:30]=[CH:29][CH:28]=1.